From a dataset of Full USPTO retrosynthesis dataset with 1.9M reactions from patents (1976-2016). Predict the reactants needed to synthesize the given product. (1) Given the product [CH:32]([N:33]=[C:34]=[N:23][CH:24]([CH3:20])[CH3:16])([CH3:50])[CH3:29].[Cl:25][C:26]1[CH:31]=[CH:30][C:29]([CH:32]([C:50]2[CH:55]=[CH:54][C:53]([Cl:56])=[CH:52][CH:51]=2)[N:33]2[CH2:34][CH:35]([NH2:37])[CH2:36]2)=[CH:28][CH:27]=1, predict the reactants needed to synthesize it. The reactants are: C1(S(CCC(O)=O)(=O)=O)C=CC=CC=1.O[C:16]1[C:24]2[N:23]=NN[C:20]=2C=CC=1.[Cl:25][C:26]1[CH:31]=[CH:30][C:29]([CH:32]([C:50]2[CH:55]=[CH:54][C:53]([Cl:56])=[CH:52][CH:51]=2)[N:33]2[CH2:36][CH:35]([NH:37]C(=O)C3C=CC(S(C)(=O)=O)=CC=3)[CH2:34]2)=[CH:28][CH:27]=1. (2) Given the product [C:18]([O:17][C:15]([N:12]1[CH2:13][CH2:14][C:9]([C:3]2[CH:8]=[CH:7][CH:6]=[CH:5][CH:4]=2)=[C:10]([C:22]([OH:24])=[O:23])[CH2:11]1)=[O:16])([CH3:21])([CH3:19])[CH3:20], predict the reactants needed to synthesize it. The reactants are: CO.[C:3]1([C:9]2[CH2:14][CH2:13][N:12]([C:15]([O:17][C:18]([CH3:21])([CH3:20])[CH3:19])=[O:16])[CH2:11][C:10]=2[C:22]([O:24]C)=[O:23])[CH:8]=[CH:7][CH:6]=[CH:5][CH:4]=1.[OH-].[Na+].Cl. (3) Given the product [N:1]1[C:2]([C:10]2[CH:11]=[C:12]([NH:13][C:24]([C:23]3[CH:22]=[CH:21][C:20]([C:27]4[CH:32]=[CH:31][C:30]([C:33]([F:34])([F:35])[F:36])=[CH:29][CH:28]=4)=[CH:19][C:18]=3[CH3:17])=[O:25])[CH:14]=[CH:15][CH:16]=2)=[N:3][N:4]2[CH:9]=[CH:8][CH:7]=[CH:6][C:5]=12, predict the reactants needed to synthesize it. The reactants are: [N:1]1[C:2]([C:10]2[CH:11]=[C:12]([CH:14]=[CH:15][CH:16]=2)[NH2:13])=[N:3][N:4]2[CH:9]=[CH:8][CH:7]=[CH:6][C:5]=12.[CH3:17][C:18]1[CH:19]=[C:20]([C:27]2[CH:32]=[CH:31][C:30]([C:33]([F:36])([F:35])[F:34])=[CH:29][CH:28]=2)[CH:21]=[CH:22][C:23]=1[C:24](O)=[O:25]. (4) Given the product [OH:20][CH2:17][C:18]1[N:1]([CH2:4][CH2:5][N:6]2[C:7](=[O:16])[C:8]3[C:13](=[CH:12][CH:11]=[CH:10][CH:9]=3)[C:14]2=[O:15])[N:2]=[N:3][CH:19]=1, predict the reactants needed to synthesize it. The reactants are: [N:1]([CH2:4][CH2:5][N:6]1[C:14](=[O:15])[C:13]2[C:8](=[CH:9][CH:10]=[CH:11][CH:12]=2)[C:7]1=[O:16])=[N+:2]=[N-:3].[CH2:17]([OH:20])[C:18]#[CH:19]. (5) Given the product [O:5]1[C:6]2[CH:12]=[CH:11][CH:10]=[CH:9][C:7]=2[CH:8]=[C:4]1[C:1](=[O:3])[CH2:2][C:16](=[O:17])[C:15]([F:22])([F:21])[C:14]([F:24])([F:23])[F:13], predict the reactants needed to synthesize it. The reactants are: [C:1]([C:4]1[O:5][C:6]2[CH:12]=[CH:11][CH:10]=[CH:9][C:7]=2[CH:8]=1)(=[O:3])[CH3:2].[F:13][C:14]([F:24])([F:23])[C:15]([F:22])([F:21])[C:16](OCC)=[O:17]. (6) Given the product [CH3:1][O:2][C:3]1[CH:4]=[C:5]2[C:10](=[CH:11][C:12]=1[O:13][CH3:14])[N:9]=[CH:8][N:7]=[C:6]2[O:15][C:16]1[CH:22]=[CH:21][C:19]([NH:20][C:33]([NH:32][C:27]2[CH:28]=[CH:29][CH:30]=[CH:31][C:26]=2[O:25][CH3:24])=[O:34])=[C:18]([CH3:23])[CH:17]=1, predict the reactants needed to synthesize it. The reactants are: [CH3:1][O:2][C:3]1[CH:4]=[C:5]2[C:10](=[CH:11][C:12]=1[O:13][CH3:14])[N:9]=[CH:8][N:7]=[C:6]2[O:15][C:16]1[CH:22]=[CH:21][C:19]([NH2:20])=[C:18]([CH3:23])[CH:17]=1.[CH3:24][O:25][C:26]1[CH:31]=[CH:30][CH:29]=[CH:28][C:27]=1[N:32]=[C:33]=[O:34].